Regression. Given a peptide amino acid sequence and an MHC pseudo amino acid sequence, predict their binding affinity value. This is MHC class I binding data. From a dataset of Peptide-MHC class I binding affinity with 185,985 pairs from IEDB/IMGT. (1) The peptide sequence is NRDVSFQDL. The MHC is HLA-B58:01 with pseudo-sequence HLA-B58:01. The binding affinity (normalized) is 0.0847. (2) The peptide sequence is FPVTPQVPLR. The MHC is HLA-A68:01 with pseudo-sequence HLA-A68:01. The binding affinity (normalized) is 0.618.